From a dataset of Forward reaction prediction with 1.9M reactions from USPTO patents (1976-2016). Predict the product of the given reaction. (1) Given the reactants [F:1][C:2]1[CH:30]=[C:29]([N+:31]([O-])=O)[CH:28]=[CH:27][C:3]=1[O:4][C:5]1[CH:10]=[CH:9][N:8]=[C:7]2[CH:11]=[C:12]([C:14]([NH:16][CH2:17][CH2:18][NH:19][C:20](=[O:26])[O:21][C:22]([CH3:25])([CH3:24])[CH3:23])=[O:15])[S:13][C:6]=12.[BH4-].[Na+].Cl, predict the reaction product. The product is: [NH2:31][C:29]1[CH:28]=[CH:27][C:3]([O:4][C:5]2[CH:10]=[CH:9][N:8]=[C:7]3[CH:11]=[C:12]([C:14]([NH:16][CH2:17][CH2:18][NH:19][C:20](=[O:26])[O:21][C:22]([CH3:25])([CH3:24])[CH3:23])=[O:15])[S:13][C:6]=23)=[C:2]([F:1])[CH:30]=1. (2) Given the reactants [C:1]([OH:9])(=[O:8])[C:2]1[CH:7]=[CH:6][CH:5]=[CH:4][CH:3]=1.[C:10]([O:14][CH2:15][CH3:16])(=[O:13])[C:11]#[CH:12], predict the reaction product. The product is: [C:1]([O:9]/[CH:12]=[CH:11]\[C:10]([O:14][CH2:15][CH3:16])=[O:13])(=[O:8])[C:2]1[CH:7]=[CH:6][CH:5]=[CH:4][CH:3]=1. (3) Given the reactants [F:1][C:2]([F:53])([F:52])[C:3]1[CH:4]=[C:5]([CH:49]=[CH:50][CH:51]=1)[CH2:6][NH:7][C:8]([C:10]1[CH:15]=[CH:14][N:13]=[C:12]([C:16]2[CH:21]=[C:20]([N:22]([CH2:26][CH2:27][CH3:28])[CH2:23][CH2:24][CH3:25])[CH:19]=[CH:18][C:17]=2[NH:29][C:30]([C:32]2[CH:33]=[C:34]([CH:46]=[CH:47][CH:48]=2)[CH2:35][S:36][CH2:37][CH2:38][C:39]([O:41]C(C)(C)C)=[O:40])=[O:31])[CH:11]=1)=[O:9].FC(F)(F)C(O)=O, predict the reaction product. The product is: [CH2:26]([N:22]([CH2:23][CH2:24][CH3:25])[C:20]1[CH:19]=[CH:18][C:17]([NH:29][C:30]([C:32]2[CH:33]=[C:34]([CH:46]=[CH:47][CH:48]=2)[CH2:35][S:36][CH2:37][CH2:38][C:39]([OH:41])=[O:40])=[O:31])=[C:16]([C:12]2[CH:11]=[C:10]([C:8](=[O:9])[NH:7][CH2:6][C:5]3[CH:49]=[CH:50][CH:51]=[C:3]([C:2]([F:53])([F:1])[F:52])[CH:4]=3)[CH:15]=[CH:14][N:13]=2)[CH:21]=1)[CH2:27][CH3:28]. (4) Given the reactants Br[C:2]1[CH:7]=[CH:6][C:5]([C@@H:8]([N:10]2[CH2:15][CH2:14][C@:13]([CH2:22][CH2:23][CH2:24][OH:25])([C:16]3[CH:21]=[CH:20][CH:19]=[CH:18][CH:17]=3)[O:12][C:11]2=[O:26])[CH3:9])=[CH:4][CH:3]=1.Br[C:28]1[N:33]([CH3:34])[C:32](=[O:35])[CH:31]=[CH:30][CH:29]=1, predict the reaction product. The product is: [OH:25][CH2:24][CH2:23][CH2:22][C@@:13]1([C:16]2[CH:21]=[CH:20][CH:19]=[CH:18][CH:17]=2)[O:12][C:11](=[O:26])[N:10]([C@H:8]([C:5]2[CH:6]=[CH:7][C:2]([C:28]3[N:33]([CH3:34])[C:32](=[O:35])[CH:31]=[CH:30][CH:29]=3)=[CH:3][CH:4]=2)[CH3:9])[CH2:15][CH2:14]1. (5) Given the reactants [C:1]([O:5][C:6]([NH:8][CH:9]1[C:27](=[O:28])[N:26]2[CH:22]([CH2:23][CH:24]([O:29][C:30]3[C:39]4[C:34](=[CH:35][CH:36]=[CH:37][CH:38]=4)[N:33]=[CH:32][CH:31]=3)[CH2:25]2)[C:21](=[O:40])[NH:20][C:19]2([C:41](O)=[O:42])[CH:17]([CH2:18]2)[CH:16]=[CH:15][CH2:14][CH2:13][CH2:12][CH2:11][CH2:10]1)=[O:7])([CH3:4])([CH3:3])[CH3:2].[CH3:44][S:45]([NH2:48])(=[O:47])=[O:46], predict the reaction product. The product is: [C:1]([O:5][C:6](=[O:7])[NH:8][C@@H:9]1[C:27](=[O:28])[N:26]2[C@@H:22]([CH2:23][C@@H:24]([O:29][C:30]3[C:39]4[C:34](=[CH:35][CH:36]=[CH:37][CH:38]=4)[N:33]=[CH:32][CH:31]=3)[CH2:25]2)[C:21](=[O:40])[NH:20][C@@:19]2([C:41]([NH:48][S:45]([CH3:44])(=[O:47])=[O:46])=[O:42])[C@@H:17]([CH2:18]2)[CH:16]=[CH:15][CH2:14][CH2:13][CH2:12][CH2:11][CH2:10]1)([CH3:2])([CH3:4])[CH3:3].